From a dataset of Catalyst prediction with 721,799 reactions and 888 catalyst types from USPTO. Predict which catalyst facilitates the given reaction. (1) Reactant: F[C:2]1[C:3]([CH3:22])=[N:4][C:5]2[C:10]([N:11]=1)=[C:9]([C:12]1[NH:20][C:19]3[CH2:18][CH2:17][NH:16][C:15](=[O:21])[C:14]=3[CH:13]=1)[CH:8]=[CH:7][CH:6]=2.[NH:23]1[CH2:26][CH2:25][CH2:24]1.CO.C(Cl)Cl. Product: [N:23]1([C:2]2[C:3]([CH3:22])=[N:4][C:5]3[C:10]([N:11]=2)=[C:9]([C:12]2[NH:20][C:19]4[CH2:18][CH2:17][NH:16][C:15](=[O:21])[C:14]=4[CH:13]=2)[CH:8]=[CH:7][CH:6]=3)[CH2:26][CH2:25][CH2:24]1. The catalyst class is: 16. (2) Reactant: [NH2:1][C:2]1[C:3]([I:9])=[N:4][CH:5]=[N:6][C:7]=1I.[Cl:10][C:11]1[CH:12]=[C:13]([CH:15]=[CH:16][C:17]=1[O:18][CH2:19][C:20]1[CH:25]=[CH:24][CH:23]=[C:22]([F:26])[CH:21]=1)[NH2:14].O. Product: [Cl:10][C:11]1[CH:12]=[C:13]([NH:14][C:7]2[C:2]([NH2:1])=[C:3]([I:9])[N:4]=[CH:5][N:6]=2)[CH:15]=[CH:16][C:17]=1[O:18][CH2:19][C:20]1[CH:25]=[CH:24][CH:23]=[C:22]([F:26])[CH:21]=1. The catalyst class is: 60.